Dataset: Reaction yield outcomes from USPTO patents with 853,638 reactions. Task: Predict the reaction yield, written as a fraction of the theoretical maximum amount of product (1.0 means a 100% yield; for example, 0.34 means a 34% yield). (1) The reactants are [CH3:1][N:2]1[CH2:6][CH2:5][CH2:4][C@@H:3]1[CH2:7][C:8]1[C:16]2[C:11](=[CH:12][CH:13]=[C:14]([CH2:17][CH2:18][S:19]([C:22]3[CH:27]=[CH:26][CH:25]=[CH:24][CH:23]=3)(=[O:21])=[O:20])[CH:15]=2)[NH:10][CH:9]=1.[BrH:28]. The catalyst is CC(=O)CC. The product is [BrH:28].[CH3:1][N:2]1[CH2:6][CH2:5][CH2:4][C@@H:3]1[CH2:7][C:8]1[C:16]2[C:11](=[CH:12][CH:13]=[C:14]([CH2:17][CH2:18][S:19]([C:22]3[CH:27]=[CH:26][CH:25]=[CH:24][CH:23]=3)(=[O:20])=[O:21])[CH:15]=2)[NH:10][CH:9]=1. The yield is 0.963. (2) The yield is 0.130. The product is [Cl:17][C:14]1[NH:13][C:12](=[O:20])[C:1]2[C:16]([CH:15]=1)=[N:28][CH:26]=[C:7]1[C:2]=2[CH:3]=[CH:4][CH:5]=[CH:6]1. The catalyst is C(Cl)Cl.C([O-])(=O)C.[Pd+2].C([O-])(=O)C. The reactants are [C:1](Cl)(=O)[C:2]1[CH:7]=[CH:6][CH:5]=[CH:4][CH:3]=1.NC1[C:12](Cl)=[N:13][C:14]([Cl:17])=[CH:15][CH:16]=1.C(=O)([O-])[O-:20].[Na+].[Na+].C[C:26]([N:28](C)C)=O. (3) The reactants are Cl[C:2]1[CH:11]=[C:10]2[C:5]([CH2:6][CH2:7][CH2:8][N:9]2[C:12]2[C:16]3[CH2:17][N:18]([C:21](=[O:23])[CH3:22])[CH2:19][CH2:20][C:15]=3[N:14]([CH:24]3[CH2:29][CH2:28][O:27][CH2:26][CH2:25]3)[N:13]=2)=[CH:4][C:3]=1[C:30]1[CH:31]=[N:32][N:33]([CH3:35])[CH:34]=1.C1(P(C2CCCCC2)C2C=CC=CC=2C2C(C(C)C)=CC(C(C)C)=CC=2C(C)C)CCCCC1.[CH3:70][C:71]1([CH3:87])[C:75]([CH3:77])([CH3:76])[O:74][B:73]([B:73]2[O:74][C:75]([CH3:77])([CH3:76])[C:71]([CH3:87])([CH3:70])[O:72]2)[O:72]1.C([O-])(=O)C.[K+]. The catalyst is O1CCOCC1.CC(C1C=C(C(C)C)C(C2C=CC=C(P(C3CCCCC3)C3CCCCC3)C=2)=C(C(C)C)C=1)C.C1C=[C-]C(C2C(N)=CC=CC=2)=CC=1.Cl[Pd+]. The product is [CH3:35][N:33]1[CH:34]=[C:30]([C:3]2[CH:4]=[C:5]3[C:10](=[CH:11][C:2]=2[B:73]2[O:74][C:75]([CH3:77])([CH3:76])[C:71]([CH3:87])([CH3:70])[O:72]2)[N:9]([C:12]2[C:16]4[CH2:17][N:18]([C:21](=[O:23])[CH3:22])[CH2:19][CH2:20][C:15]=4[N:14]([CH:24]4[CH2:25][CH2:26][O:27][CH2:28][CH2:29]4)[N:13]=2)[CH2:8][CH2:7][CH2:6]3)[CH:31]=[N:32]1. The yield is 0.360. (4) The reactants are [BH4-].[Na+].O=[C:4]1[C@H:8]([NH:9][C:10](=[O:19])[O:11][CH2:12][C:13]2[CH:18]=[CH:17][CH:16]=[CH:15][CH:14]=2)[CH2:7][C:6](=[O:20])[O:5]1.Cl.C(O)C. The catalyst is C1COCC1.[Cl-].[Na+].O. The product is [O:20]=[C:6]1[O:5][CH2:4][C@H:8]([NH:9][C:10](=[O:19])[O:11][CH2:12][C:13]2[CH:18]=[CH:17][CH:16]=[CH:15][CH:14]=2)[CH2:7]1. The yield is 0.510. (5) The reactants are [F:1][C:2]1[CH:7]=[CH:6][C:5]([C:8]2[N:9]=[C:10]([CH2:13][C:14]#[N:15])[S:11][CH:12]=2)=[CH:4][CH:3]=1.CO.Cl. The catalyst is O1CCCC1. The product is [F:1][C:2]1[CH:3]=[CH:4][C:5]([C:8]2[N:9]=[C:10]([CH2:13][CH2:14][NH2:15])[S:11][CH:12]=2)=[CH:6][CH:7]=1. The yield is 0.250. (6) The reactants are [Br:1][C:2]1[CH:3]=[C:4]([NH2:10])[C:5]([O:8][CH3:9])=[N:6][CH:7]=1.[CH:11]1([S:14](Cl)(=[O:16])=[O:15])[CH2:13][CH2:12]1. The catalyst is N1C=CC=CC=1. The product is [Br:1][C:2]1[CH:3]=[C:4]([NH:10][S:14]([CH:11]2[CH2:13][CH2:12]2)(=[O:16])=[O:15])[C:5]([O:8][CH3:9])=[N:6][CH:7]=1. The yield is 0.600. (7) The reactants are [N:1]1[C:10]2[C:5](=[CH:6][C:7]([C:11]([O:13]C)=O)=[CH:8][CH:9]=2)[CH:4]=[CH:3][CH:2]=1.[NH3:15]. The catalyst is CO. The product is [N:1]1[C:10]2[C:5](=[CH:6][C:7]([C:11]([NH2:15])=[O:13])=[CH:8][CH:9]=2)[CH:4]=[CH:3][CH:2]=1. The yield is 0.880. (8) The reactants are [CH:1]1(CN2C(=O)C3NC(C4C=CC(COCCOCCOCCOCCOCCOCCOCCOCCOCCOC)=CC=4)=NC=3N(CC3CCCCC3)C2=O)CCCCC1.[CH:62]1([CH2:68][N:69]2[C:77](=[O:78])[C:76]3[N:75]=[C:74]([C:79]4[CH:89]=[CH:88][C:82](/[CH:83]=[CH:84]/[C:85]([OH:87])=[O:86])=[CH:81][CH:80]=4)[NH:73][C:72]=3[N:71]([CH2:90][CH:91]3[CH2:96][CH2:95][CH2:94][CH2:93][CH2:92]3)[C:70]2=[O:97])[CH2:67][CH2:66][CH2:65][CH2:64][CH2:63]1.C1(CN2C(=O)C3N=C(C4C=CC=C(/C=C/C(N5C=CN=C5)=O)C=4)NC=3N(CC3CCCCC3)C2=O)CCCCC1.C(=O)([O-])[O-].[K+].[K+]. The catalyst is C(#N)C.CO. The product is [CH3:1][O:86][C:85](=[O:87])/[CH:84]=[CH:83]/[C:82]1[CH:81]=[CH:80][C:79]([C:74]2[NH:73][C:72]3[N:71]([CH2:90][CH:91]4[CH2:92][CH2:93][CH2:94][CH2:95][CH2:96]4)[C:70](=[O:97])[N:69]([CH2:68][CH:62]4[CH2:63][CH2:64][CH2:65][CH2:66][CH2:67]4)[C:77](=[O:78])[C:76]=3[N:75]=2)=[CH:89][CH:88]=1. The yield is 0.740. (9) The reactants are [Cl:1][C:2]1[N:7]=[C:6]([NH:8][CH:9]2[CH2:12][CH2:11][CH2:10]2)[C:5]([NH2:13])=[C:4]([Cl:14])[N:3]=1.[C:15](OC(OCC)OCC)(=O)C. The catalyst is CCOC(C)=O. The product is [Cl:1][C:2]1[N:7]=[C:6]2[C:5]([N:13]=[CH:15][N:8]2[CH:9]2[CH2:10][CH2:11][CH2:12]2)=[C:4]([Cl:14])[N:3]=1. The yield is 0.530. (10) The reactants are Br[CH2:2][CH2:3][CH:4]([C:11]1[CH:16]=[CH:15][CH:14]=[CH:13][CH:12]=1)[C:5]1[CH:10]=[CH:9][CH:8]=[CH:7][CH:6]=1.[C-]#N.[K+].C[CH2:21][N:22](CC)CC.[Cl:27][CH2:28][C:29](Cl)=[O:30]. The catalyst is CS(C)=O. The product is [Cl:27][CH2:28][C:29]([NH:22][CH2:21][CH2:2][CH2:3][CH:4]([C:11]1[CH:16]=[CH:15][CH:14]=[CH:13][CH:12]=1)[C:5]1[CH:10]=[CH:9][CH:8]=[CH:7][CH:6]=1)=[O:30]. The yield is 0.850.